This data is from Forward reaction prediction with 1.9M reactions from USPTO patents (1976-2016). The task is: Predict the product of the given reaction. (1) Given the reactants [CH2:1]([N:8]([CH2:13][CH:14]([C:26]1[CH:31]=[CH:30][C:29]([Cl:32])=[C:28]([Cl:33])[CH:27]=1)[CH:15]([OH:25])[CH2:16][O:17][Si:18]([C:21]([CH3:24])([CH3:23])[CH3:22])([CH3:20])[CH3:19])[C:9](=[O:12])[CH2:10]Cl)[C:2]1[CH:7]=[CH:6][CH:5]=[CH:4][CH:3]=1.C[O-].[Na+].O, predict the reaction product. The product is: [CH2:1]([N:8]1[CH2:13][CH:14]([C:26]2[CH:31]=[CH:30][C:29]([Cl:32])=[C:28]([Cl:33])[CH:27]=2)[CH:15]([CH2:16][O:17][Si:18]([C:21]([CH3:24])([CH3:22])[CH3:23])([CH3:19])[CH3:20])[O:25][CH2:10][C:9]1=[O:12])[C:2]1[CH:3]=[CH:4][CH:5]=[CH:6][CH:7]=1. (2) Given the reactants [Cl:1][C:2]1[CH:18]=[CH:17][C:5]([O:6][C:7]2[CH:16]=[CH:15][C:10]([C:11]([O:13]C)=[O:12])=[CH:9][CH:8]=2)=[CH:4][C:3]=1[C:19]([F:22])([F:21])[F:20].[OH-].[Li+], predict the reaction product. The product is: [Cl:1][C:2]1[CH:18]=[CH:17][C:5]([O:6][C:7]2[CH:8]=[CH:9][C:10]([C:11]([OH:13])=[O:12])=[CH:15][CH:16]=2)=[CH:4][C:3]=1[C:19]([F:20])([F:21])[F:22]. (3) Given the reactants [Cl:1][C:2]1[CH:3]=[N:4][CH:5]=[C:6]([Cl:20])[C:7]=1[S:8][C:9]1[S:13][C:12]([C:14]([OH:16])=O)=[CH:11][C:10]=1[N+:17]([O-:19])=[O:18].[NH2:21][C@H:22]1[CH2:27][CH2:26][C@H:25]([OH:28])[CH2:24][CH2:23]1, predict the reaction product. The product is: [Cl:20][C:6]1[CH:5]=[N:4][CH:3]=[C:2]([Cl:1])[C:7]=1[S:8][C:9]1[S:13][C:12]([C:14]([NH:21][CH:22]2[CH2:27][CH2:26][CH:25]([OH:28])[CH2:24][CH2:23]2)=[O:16])=[CH:11][C:10]=1[N+:17]([O-:19])=[O:18]. (4) Given the reactants [CH3:1][C:2]1[N:3]([C:16]2[CH:21]=[CH:20][NH:19][C:18](=[O:22])[CH:17]=2)[CH:4]=[C:5]([C:7]#[C:8][C:9]2[CH:10]=[C:11]([CH3:15])[CH:12]=[CH:13][CH:14]=2)[N:6]=1.[H-].[Na+].Cl[CH2:26][S:27][CH3:28], predict the reaction product. The product is: [CH3:26][S:27][CH2:28][N:19]1[CH:20]=[CH:21][C:16]([N:3]2[CH:4]=[C:5]([C:7]#[C:8][C:9]3[CH:10]=[C:11]([CH3:15])[CH:12]=[CH:13][CH:14]=3)[N:6]=[C:2]2[CH3:1])=[CH:17][C:18]1=[O:22]. (5) Given the reactants FC(F)(F)S(O[C:7]1[CH2:16][CH2:15][C:14]2[C:9](=[CH:10][CH:11]=[C:12]([O:17][CH3:18])[CH:13]=2)[CH:8]=1)(=O)=O.C([Sn](CCCC)(CCCC)[C:26]1[CH:31]=[CH:30][C:29]([O:32][CH3:33])=[CH:28][C:27]=1[N+:34]([O-:36])=[O:35])CCC, predict the reaction product. The product is: [CH3:18][O:17][C:12]1[CH:13]=[C:14]2[C:9]([CH:8]=[C:7]([C:26]3[CH:31]=[CH:30][C:29]([O:32][CH3:33])=[CH:28][C:27]=3[N+:34]([O-:36])=[O:35])[CH2:16][CH2:15]2)=[CH:10][CH:11]=1.